Dataset: Reaction yield outcomes from USPTO patents with 853,638 reactions. Task: Predict the reaction yield, written as a fraction of the theoretical maximum amount of product (1.0 means a 100% yield; for example, 0.34 means a 34% yield). (1) The product is [CH:43]1([N:42]2[C:37]3[C:36](=[O:50])[NH:35][C:34]([C:31]4[CH:32]=[CH:33][C:28]([N:5]5[CH2:6][CH2:7][N:2]([CH3:1])[CH2:3][CH2:4]5)=[CH:29][C:30]=4[O:51][CH3:52])=[N:39][C:38]=3[C:40]([CH3:49])=[N:41]2)[CH2:48][CH2:47][CH2:46][CH2:45][CH2:44]1. The reactants are [CH3:1][N:2]1[CH2:7][CH2:6][NH:5][CH2:4][CH2:3]1.CC(C)([O-])C.[Na+].C(P(C(C)(C)C)C(C)(C)C)(C)(C)C.Br[C:28]1[CH:33]=[CH:32][C:31]([C:34]2[NH:35][C:36](=[O:50])[C:37]3[N:42]([CH:43]4[CH2:48][CH2:47][CH2:46][CH2:45][CH2:44]4)[N:41]=[C:40]([CH3:49])[C:38]=3[N:39]=2)=[C:30]([O:51][CH3:52])[CH:29]=1. The catalyst is O.C([O-])(=O)C.[Pd+2].C([O-])(=O)C.C1(C)C=CC=CC=1. The yield is 0.380. (2) The reactants are [C:1]([O:5][C@@H:6]([C:12]1[C:13]([CH3:34])=[N:14][C:15]([CH3:33])=[C:16]([C:26]2[CH:31]=[CH:30][C:29]([OH:32])=[CH:28][CH:27]=2)[C:17]=1[N:18]1[CH2:23][CH2:22][C:21]([CH3:25])([CH3:24])[CH2:20][CH2:19]1)[C:7]([O:9]CC)=[O:8])([CH3:4])([CH3:3])[CH3:2].[CH3:35][C:36]1[S:37][C:38]([CH2:42]O)=[C:39]([CH3:41])[N:40]=1.C1C=CC(P(C2C=CC=CC=2)C2C=CC=CC=2)=CC=1.CCOC(/N=N/C(OCC)=O)=O.[OH-].[Na+]. The catalyst is C1COCC1.CO. The product is [C:1]([O:5][C@@H:6]([C:12]1[C:13]([CH3:34])=[N:14][C:15]([CH3:33])=[C:16]([C:26]2[CH:31]=[CH:30][C:29]([O:32][CH2:42][C:38]3[S:37][C:36]([CH3:35])=[N:40][C:39]=3[CH3:41])=[CH:28][CH:27]=2)[C:17]=1[N:18]1[CH2:23][CH2:22][C:21]([CH3:24])([CH3:25])[CH2:20][CH2:19]1)[C:7]([OH:9])=[O:8])([CH3:4])([CH3:3])[CH3:2]. The yield is 0.586. (3) The reactants are Br[C:2]1[S:3][C:4]2[CH2:10][CH2:9][C:8]([CH3:12])([CH3:11])[C:7](=[O:13])[C:5]=2[CH:6]=1.[N:14]1[CH:19]=[CH:18][C:17](B(O)O)=[CH:16][CH:15]=1.ClCCl.O1CCOCC1.C(=O)([O-])[O-].[Cs+].[Cs+]. The catalyst is CCOC(C)=O.C1C=CC(P(C2C=CC=CC=2)[C-]2C=CC=C2)=CC=1.C1C=CC(P(C2C=CC=CC=2)[C-]2C=CC=C2)=CC=1.Cl[Pd]Cl.[Fe+2].O. The product is [CH3:11][C:8]1([CH3:12])[C:7](=[O:13])[C:5]2[CH:6]=[C:2]([C:17]3[CH:18]=[CH:19][N:14]=[CH:15][CH:16]=3)[S:3][C:4]=2[CH2:10][CH2:9]1. The yield is 0.770. (4) The reactants are [F:1][C:2]([F:11])([F:10])[C:3]([CH3:9])([CH3:8])[CH2:4][C:5](O)=[O:6].Cl.C[N:14](C)CCCN=C=NCC.ON1C2C=CC=CC=2N=N1.N. The catalyst is C(#N)C.O. The product is [F:1][C:2]([F:11])([F:10])[C:3]([CH3:9])([CH3:8])[CH2:4][C:5]([NH2:14])=[O:6]. The yield is 0.770. (5) The reactants are [CH3:1][C:2]1[CH:3]=[C:4]([CH3:20])[C:5]2[N:6](C=[N+](CC(=O)C3C=CC=CC=3)[N:10]=2)[N:7]=1.[OH-].[Na+]. No catalyst specified. The product is [CH3:20][C:4]1[CH:3]=[C:2]([CH3:1])[N:7]=[N:6][C:5]=1[NH2:10]. The yield is 0.930. (6) The reactants are [Cl:1][C:2]1[CH:3]=[C:4]([NH2:20])[CH:5]=[C:6]([Cl:19])[C:7]=1[O:8][C:9]1[S:10][C:11]2[CH:17]=[C:16]([Cl:18])[CH:15]=[CH:14][C:12]=2[N:13]=1.Cl[C:22]1[CH:23]=[C:24]([S:32](Cl)(=[O:34])=[O:33])[CH:25]=[CH:26][C:27]=1[C:28]([F:31])([F:30])[F:29].O.[ClH:37]. The catalyst is N1C=CC=CC=1. The product is [Cl:37][C:25]1[CH:26]=[C:27]([C:28]([F:31])([F:30])[F:29])[CH:22]=[CH:23][C:24]=1[S:32]([NH:20][C:4]1[CH:3]=[C:2]([Cl:1])[C:7]([O:8][C:9]2[S:10][C:11]3[CH:17]=[C:16]([Cl:18])[CH:15]=[CH:14][C:12]=3[N:13]=2)=[C:6]([Cl:19])[CH:5]=1)(=[O:34])=[O:33]. The yield is 0.650. (7) The product is [Br:1][C:2]1[CH:13]=[CH:12][C:5]2[N:6]=[C:7]([CH2:9][CH2:10][N:35]3[CH2:36][CH2:37][CH2:38][CH:34]3[CH3:33])[S:8][C:4]=2[CH:3]=1. The reactants are [Br:1][C:2]1[CH:13]=[CH:12][C:5]2[N:6]=[C:7]([CH2:9][CH2:10]O)[S:8][C:4]=2[CH:3]=1.C(N(CC)CC)C.S(Cl)(C)(=O)=O.C(=O)([O-])[O-].[K+].[K+].Cl.[CH3:33][C@@H:34]1[CH2:38][CH2:37][CH2:36][NH:35]1. The catalyst is C1COCC1.C(#N)C. The yield is 0.883. (8) The reactants are [CH2:1]([O:3][C:4]([C:6]1[N:7]([CH2:11][O:12][CH2:13][CH2:14][Si:15]([CH3:18])([CH3:17])[CH3:16])[CH:8]=[CH:9][N:10]=1)=[O:5])[CH3:2].C1C(=O)N([Br:26])C(=O)C1. The catalyst is CC#N. The product is [CH2:1]([O:3][C:4]([C:6]1[N:7]([CH2:11][O:12][CH2:13][CH2:14][Si:15]([CH3:17])([CH3:16])[CH3:18])[CH:8]=[C:9]([Br:26])[N:10]=1)=[O:5])[CH3:2]. The yield is 0.390.